The task is: Predict the reactants needed to synthesize the given product.. This data is from Retrosynthesis with 50K atom-mapped reactions and 10 reaction types from USPTO. (1) Given the product CC(C)(C)CC1CC(C(=O)O)C1, predict the reactants needed to synthesize it. The reactants are: CC(C)(C)CC1C=C(C(=O)O)C1. (2) Given the product Cn1ccc(NC(=O)c2cc(Oc3ncc(C(=O)N4CCOCC4)cc3Cl)cc(O[C@H]3CCOC3)c2)n1, predict the reactants needed to synthesize it. The reactants are: Cn1ccc(NC(=O)c2cc(O)cc(O[C@H]3CCOC3)c2)n1.O=C(c1cnc(Cl)c(Cl)c1)N1CCOCC1. (3) Given the product O=[N+]([O-])CCc1ccc(CCC2CCCO2)cc1, predict the reactants needed to synthesize it. The reactants are: O=[N+]([O-])/C=C/c1ccc(CCC2CCCO2)cc1.